Dataset: Forward reaction prediction with 1.9M reactions from USPTO patents (1976-2016). Task: Predict the product of the given reaction. (1) Given the reactants [F:1][C:2]1[C:3]([CH2:9][NH:10][C:11]2[N:16]=[C:15]([NH:17][C:18]3[CH:22]=[C:21]([CH3:23])[NH:20][N:19]=3)[C:14]([F:24])=[CH:13][C:12]=2[N+:25]([O-])=O)=[N:4][CH:5]=[C:6]([F:8])[CH:7]=1.O.O.Cl[Sn]Cl.[CH2:33](C(CC)(CC)C([O-])([O-])[O-])[CH3:34], predict the reaction product. The product is: [F:1][C:2]1[C:3]([CH2:9][N:10]2[C:11]3=[N:16][C:15]([NH:17][C:18]4[CH:22]=[C:21]([CH3:23])[NH:20][N:19]=4)=[C:14]([F:24])[CH:13]=[C:12]3[N:25]=[C:33]2[CH3:34])=[N:4][CH:5]=[C:6]([F:8])[CH:7]=1. (2) Given the reactants [C:1]([O:5][C:6]([N:8]([C:15]1[CH:20]=[CH:19][N:18]=[C:17](Cl)[CH:16]=1)[CH2:9][C:10]([O:12][CH2:13][CH3:14])=[O:11])=[O:7])([CH3:4])([CH3:3])[CH3:2].C(=O)([O-])[O-].[K+].[K+].C1(C)C=CC=CC=1.[CH2:35]([O:42][C:43]1[CH:48]=[CH:47][C:46](B(O)O)=[CH:45][CH:44]=1)[C:36]1[CH:41]=[CH:40][CH:39]=[CH:38][CH:37]=1, predict the reaction product. The product is: [CH2:35]([O:42][C:43]1[CH:48]=[CH:47][C:46]([C:17]2[CH:16]=[C:15]([N:8]([C:6]([O:5][C:1]([CH3:4])([CH3:3])[CH3:2])=[O:7])[CH2:9][C:10]([O:12][CH2:13][CH3:14])=[O:11])[CH:20]=[CH:19][N:18]=2)=[CH:45][CH:44]=1)[C:36]1[CH:41]=[CH:40][CH:39]=[CH:38][CH:37]=1. (3) Given the reactants FC(F)(F)C(O)=O.[NH2:8][C@@H:9]1[CH2:14][CH2:13][CH2:12][C@@H:11]([C:15](O)=[O:16])[CH2:10]1.Cl.N[C@H]1CC[C@H](C(O)=O)CC1, predict the reaction product. The product is: [NH2:8][C@@H:9]1[CH2:14][CH2:13][CH2:12][C@@H:11]([CH2:15][OH:16])[CH2:10]1. (4) Given the reactants [CH3:1][C:2]1[CH:7]=[C:6]([CH3:8])[CH:5]=[C:4]([CH3:9])[C:3]=1[N:10]=[C:11]=[O:12].[NH2:13][C:14]1[CH:15]=[C:16]([C:35]2[CH:40]=[CH:39][C:38]([F:41])=[C:37]([F:42])[CH:36]=2)[CH:17]=[CH:18][C:19]=1[C:20]([NH:22][C:23]1([C:31]([O:33][CH3:34])=[O:32])[CH2:30][CH2:29][CH2:28][CH2:27][CH2:26][CH2:25][CH2:24]1)=[O:21].CCCCCC.C(OCC)(=O)C, predict the reaction product. The product is: [F:42][C:37]1[CH:36]=[C:35]([C:16]2[CH:17]=[CH:18][C:19]([C:20]([NH:22][C:23]3([C:31]([O:33][CH3:34])=[O:32])[CH2:30][CH2:29][CH2:28][CH2:27][CH2:26][CH2:25][CH2:24]3)=[O:21])=[C:14]([NH:13][C:11]([NH:10][C:3]3[C:2]([CH3:1])=[CH:7][C:6]([CH3:8])=[CH:5][C:4]=3[CH3:9])=[O:12])[CH:15]=2)[CH:40]=[CH:39][C:38]=1[F:41].